This data is from Full USPTO retrosynthesis dataset with 1.9M reactions from patents (1976-2016). The task is: Predict the reactants needed to synthesize the given product. Given the product [F:1][C:2]([F:7])([F:6])[C:3]([OH:5])=[O:4].[NH2:23][C:19]1[N:18]=[C:17]([Cl:24])[N:16]=[C:15]2[C:20]=1[N:21]=[CH:22][N:14]2[C@@H:12]1[CH2:13][C@H:9]([NH:8][C:36](=[O:39])[CH2:37][CH3:38])[C@@H:10]([OH:26])[C@H:11]1[OH:25], predict the reactants needed to synthesize it. The reactants are: [F:1][C:2]([F:7])([F:6])[C:3]([OH:5])=[O:4].[NH2:8][C@H:9]1[CH2:13][C@@H:12]([N:14]2[CH:22]=[N:21][C:20]3[C:15]2=[N:16][C:17]([Cl:24])=[N:18][C:19]=3[NH2:23])[C@H:11]([OH:25])[C@@H:10]1[OH:26].C(N(C(C)C)CC)(C)C.[C:36](Cl)(=[O:39])[CH2:37][CH3:38].